This data is from Catalyst prediction with 721,799 reactions and 888 catalyst types from USPTO. The task is: Predict which catalyst facilitates the given reaction. (1) Reactant: [F:1][C:2]([F:31])([F:30])[C:3]1[CH:4]=[CH:5][C:6]([C:9]#[C:10][C:11]2[CH:12]=[CH:13][C:14]([N:17]3[CH2:22][CH2:21][N:20](C(OC(C)(C)C)=O)[CH2:19][CH2:18]3)=[N:15][CH:16]=2)=[N:7][CH:8]=1.FC(F)(F)C(O)=O.C(N(CC)CC)C.[CH3:46][S:47](Cl)(=[O:49])=[O:48]. Product: [CH3:46][S:47]([N:20]1[CH2:21][CH2:22][N:17]([C:14]2[CH:13]=[CH:12][C:11]([C:10]#[C:9][C:6]3[CH:5]=[CH:4][C:3]([C:2]([F:31])([F:30])[F:1])=[CH:8][N:7]=3)=[CH:16][N:15]=2)[CH2:18][CH2:19]1)(=[O:49])=[O:48]. The catalyst class is: 2. (2) Reactant: [CH2:1]([NH:5][CH2:6][P:7]([OH:10])([OH:9])=[O:8])[C:2]([OH:4])=[O:3].C(N)(C)C.[Si](O)(O)(O)O. Product: [CH2:1]([NH:5][CH2:6][P:7]([OH:10])([OH:9])=[O:8])[C:2]([OH:4])=[O:3]. The catalyst class is: 196. (3) Reactant: C([O:3][C:4](=[O:34])[CH2:5][N:6]1[CH2:11][C:10]2[CH:12]=[C:13](/[CH:16]=[CH:17]/[C:18](=[O:32])[N:19]([CH3:31])[CH2:20][C:21]3[N:22]([CH3:30])[C:23]4[C:28]([CH:29]=3)=[CH:27][CH:26]=[CH:25][CH:24]=4)[CH:14]=[N:15][C:9]=2[NH:8][C:7]1=[O:33])C.[OH-].[Na+:36]. Product: [CH3:31][N:19]([CH2:20][C:21]1[N:22]([CH3:30])[C:23]2[C:28]([CH:29]=1)=[CH:27][CH:26]=[CH:25][CH:24]=2)[C:18](/[CH:17]=[CH:16]/[C:13]1[CH:14]=[N:15][C:9]2[NH:8][C:7](=[O:33])[N:6]([CH2:5][C:4]([O-:34])=[O:3])[CH2:11][C:10]=2[CH:12]=1)=[O:32].[Na+:36]. The catalyst class is: 5.